This data is from Catalyst prediction with 721,799 reactions and 888 catalyst types from USPTO. The task is: Predict which catalyst facilitates the given reaction. (1) Reactant: C(=O)([O-])[O-].[Cs+].[Cs+].[Cl:7][C:8]1[CH:13]=[CH:12][C:11]([CH2:14][NH:15][C@@H:16]([C:18]2[CH:23]=[CH:22][CH:21]=[C:20]([Cl:24])[CH:19]=2)[CH3:17])=[CH:10][C:9]=1[OH:25].Cl[CH2:27][CH:28]1[CH2:33][CH2:32][CH2:31][N:30]([CH3:34])[CH2:29]1.C(O)(C(F)(F)F)=O. Product: [Cl:7][C:8]1[CH:13]=[CH:12][C:11]([CH2:14][NH:15][C@@H:16]([C:18]2[CH:23]=[CH:22][CH:21]=[C:20]([Cl:24])[CH:19]=2)[CH3:17])=[CH:10][C:9]=1[O:25][CH2:27][CH:28]1[CH2:33][CH2:32][CH2:31][N:30]([CH3:34])[CH2:29]1. The catalyst class is: 10. (2) Reactant: [ClH:1].[NH:2]1[CH2:5][CH:4]([O:6][C:7]2[C:12]([NH:13][C:14](=[O:30])[C:15]3[CH:20]=[CH:19][C:18]([F:21])=[C:17]([C:22]4[C:27]([F:28])=[CH:26][CH:25]=[CH:24][C:23]=4[F:29])[N:16]=3)=[CH:11][N:10]=[CH:9][N:8]=2)[CH2:3]1. Product: [NH2:2][CH2:3][CH:4]([O:6][C:7]1[C:12]([NH:13][C:14](=[O:30])[C:15]2[CH:20]=[CH:19][C:18]([F:21])=[C:17]([C:22]3[C:27]([F:28])=[CH:26][CH:25]=[CH:24][C:23]=3[F:29])[N:16]=2)=[CH:11][N:10]=[CH:9][N:8]=1)[CH2:5][Cl:1]. The catalyst class is: 5. (3) Reactant: C([O:4][C:5]1[CH:10]=[CH:9][C:8]([C:11]([N:13]([CH2:15][C@H:16]([C:36]2[CH:41]=[CH:40][C:39]([Cl:42])=[C:38]([Cl:43])[CH:37]=2)[CH2:17][CH2:18][N:19]2[CH2:24][CH2:23][C:22]([C:31]([N:33]([CH3:35])[CH3:34])=[O:32])([N:25]3[CH2:30][CH2:29][CH2:28][CH2:27][CH2:26]3)[CH2:21][CH2:20]2)[CH3:14])=[O:12])=[CH:7][CH:6]=1)(=O)C.[OH-].[K+]. Product: [Cl:43][C:38]1[CH:37]=[C:36]([C@@H:16]([CH2:15][N:13]([C:11](=[O:12])[C:8]2[CH:7]=[CH:6][C:5]([OH:4])=[CH:10][CH:9]=2)[CH3:14])[CH2:17][CH2:18][N:19]2[CH2:24][CH2:23][C:22]([C:31]([N:33]([CH3:35])[CH3:34])=[O:32])([N:25]3[CH2:30][CH2:29][CH2:28][CH2:27][CH2:26]3)[CH2:21][CH2:20]2)[CH:41]=[CH:40][C:39]=1[Cl:42]. The catalyst class is: 5. (4) Reactant: [C:1]([O:5][C:6]([N:8]1[CH2:13][CH2:12][CH:11]([NH2:14])[CH:10]([CH3:15])[CH2:9]1)=[O:7])([CH3:4])([CH3:3])[CH3:2].C(N(CC)CC)C.Cl[CH2:24][CH2:25][CH2:26][C:27](Cl)=[O:28].[H-].[Na+]. Product: [C:1]([O:5][C:6]([N:8]1[CH2:13][CH2:12][C@H:11]([N:14]2[CH2:24][CH2:25][CH2:26][C:27]2=[O:28])[C@H:10]([CH3:15])[CH2:9]1)=[O:7])([CH3:4])([CH3:2])[CH3:3].[C:1]([O:5][C:6]([N:8]1[CH2:13][CH2:12][C@@H:11]([N:14]2[CH2:24][CH2:25][CH2:26][C:27]2=[O:28])[C@H:10]([CH3:15])[CH2:9]1)=[O:7])([CH3:4])([CH3:2])[CH3:3]. The catalyst class is: 59. (5) Reactant: [CH2:1]([O:8][C:9]1[C:14]2[C:15]([NH:27][C:28]3[CH:33]=[CH:32][C:31]([F:34])=[CH:30][CH:29]=3)=[N:16][N:17]([C:18]3([CH2:24][C:25]#[N:26])[CH2:23][CH2:22][NH:21][CH2:20][CH2:19]3)[C:13]=2[CH:12]=[CH:11][N:10]=1)[C:2]1[CH:7]=[CH:6][CH:5]=[CH:4][CH:3]=1.CCN(C(C)C)C(C)C.[CH:44]1([C:47](Cl)=[O:48])[CH2:46][CH2:45]1. Product: [CH2:1]([O:8][C:9]1[C:14]2[C:15]([NH:27][C:28]3[CH:29]=[CH:30][C:31]([F:34])=[CH:32][CH:33]=3)=[N:16][N:17]([C:18]3([CH2:24][C:25]#[N:26])[CH2:23][CH2:22][N:21]([C:47]([CH:44]4[CH2:46][CH2:45]4)=[O:48])[CH2:20][CH2:19]3)[C:13]=2[CH:12]=[CH:11][N:10]=1)[C:2]1[CH:3]=[CH:4][CH:5]=[CH:6][CH:7]=1. The catalyst class is: 91. (6) Reactant: [OH:1][C:2]1[CH:7]=[CH:6][C:5]([N:8]2[C:12]3[CH:13]=[CH:14][C:15]([C:17]([O:19][CH3:20])=[O:18])=[CH:16][C:11]=3[N:10]=[CH:9]2)=[CH:4][CH:3]=1.CC([O-])(C)C.[K+].[Na+].[I-].[F:29][C:30]([F:41])([F:40])[O:31][C:32]1[CH:39]=[CH:38][C:35]([CH2:36]Br)=[CH:34][CH:33]=1. Product: [F:29][C:30]([F:40])([F:41])[O:31][C:32]1[CH:39]=[CH:38][C:35]([CH2:36][O:1][C:2]2[CH:3]=[CH:4][C:5]([N:8]3[C:12]4[CH:13]=[CH:14][C:15]([C:17]([O:19][CH3:20])=[O:18])=[CH:16][C:11]=4[N:10]=[CH:9]3)=[CH:6][CH:7]=2)=[CH:34][CH:33]=1. The catalyst class is: 3. (7) Reactant: [C:1]([O:4]/[N:5]=[C:6](\[NH2:22])/[CH2:7][N:8]1[CH2:13][CH2:12][N:11]([C:14]([O:16][C:17]([CH3:20])([CH3:19])[CH3:18])=[O:15])[C@H:10]([CH3:21])[CH2:9]1)(=O)[CH3:2]. Product: [CH3:21][C@@H:10]1[CH2:9][N:8]([CH2:7][C:6]2[N:22]=[C:1]([CH3:2])[O:4][N:5]=2)[CH2:13][CH2:12][N:11]1[C:14]([O:16][C:17]([CH3:20])([CH3:19])[CH3:18])=[O:15]. The catalyst class is: 11.